From a dataset of Full USPTO retrosynthesis dataset with 1.9M reactions from patents (1976-2016). Predict the reactants needed to synthesize the given product. (1) Given the product [NH2:51][C:50]1[CH:52]=[CH:53][C:47]([C:9]2[N:10]([CH2:13][CH:14]3[CH2:29][CH2:28][CH2:30][O:41]3)[C:11]3[C:7]([C:8]=2[C:15]#[N:16])=[CH:6][CH:5]=[C:4]([O:3][CH:2]([F:1])[F:17])[CH:12]=3)=[CH:48][CH:49]=1, predict the reactants needed to synthesize it. The reactants are: [F:1][CH:2]([F:17])[O:3][C:4]1[CH:12]=[C:11]2[C:7]([C:8]([C:15]#[N:16])=[CH:9][N:10]2[CH2:13][CH3:14])=[CH:6][CH:5]=1.B(O[CH:28]([CH3:30])[CH3:29])(OC(C)C)OC(C)C.[Li+].CC([N-]C(C)C)C.CC(C)=[O:41].C(=O)=O.I[C:47]1[CH:53]=[CH:52][C:50]([NH2:51])=[CH:49][CH:48]=1.C([O-])([O-])=O.[K+].[K+]. (2) Given the product [C:32]([O:31][C@H:15]([C:16]1[C:17]([I:30])=[C:18]2[C:25]3[CH2:26][CH2:27][CH2:28][CH2:29][C:24]=3[S:23][C:19]2=[N:20][C:21]=1[CH3:22])[C:14]([OH:36])=[O:43])([CH3:35])([CH3:34])[CH3:33], predict the reactants needed to synthesize it. The reactants are: C([C@@H]1COC(=O)N1[C:14](=[O:36])[C@H:15]([O:31][C:32]([CH3:35])([CH3:34])[CH3:33])[C:16]1[C:17]([I:30])=[C:18]2[C:25]3[CH2:26][CH2:27][CH2:28][CH2:29][C:24]=3[S:23][C:19]2=[N:20][C:21]=1[CH3:22])C1C=CC=CC=1.O.[OH-].[Li+].OO.S([O-])([O-])=[O:43].[Na+].[Na+].Cl. (3) Given the product [Cl:33][C:8]1[CH:7]=[C:6]([CH:11]=[C:10]([Cl:12])[C:9]=1[C:13]1[NH:17][C:16]2[CH:18]=[C:19]([C:22](=[O:32])[NH:23][C:24]3[CH:29]=[CH:28][C:27]([CH3:30])=[C:26]([CH3:31])[CH:25]=3)[CH:20]=[CH:21][C:15]=2[N:14]=1)[O:5][CH2:4][C:3]([OH:34])=[O:2], predict the reactants needed to synthesize it. The reactants are: C[O:2][C:3](=[O:34])[CH2:4][O:5][C:6]1[CH:11]=[C:10]([Cl:12])[C:9]([C:13]2[NH:17][C:16]3[CH:18]=[C:19]([C:22](=[O:32])[NH:23][C:24]4[CH:29]=[CH:28][C:27]([CH3:30])=[C:26]([CH3:31])[CH:25]=4)[CH:20]=[CH:21][C:15]=3[N:14]=2)=[C:8]([Cl:33])[CH:7]=1.[OH-].[Na+].Cl. (4) The reactants are: [Cl:1][C:2]1[CH:7]=[CH:6][C:5]([S:8]([NH:11][C:12]2[C:13]([C:19]([NH:21][NH2:22])=O)=[N:14][CH:15]=[C:16]([Cl:18])[CH:17]=2)(=[O:10])=[O:9])=[CH:4][C:3]=1[C:23]([F:26])([F:25])[F:24].[CH3:27]OC(OC)OC.C(#N)C.[CH2:37]([O:39][C:40](=[O:45])[CH2:41][CH:42]([NH2:44])[CH3:43])[CH3:38]. Given the product [CH2:37]([O:39][C:40](=[O:45])[CH2:41][CH:42]([N:44]1[CH:27]=[N:22][N:21]=[C:19]1[C:13]1[C:12]([NH:11][S:8]([C:5]2[CH:6]=[CH:7][C:2]([Cl:1])=[C:3]([C:23]([F:24])([F:25])[F:26])[CH:4]=2)(=[O:9])=[O:10])=[CH:17][C:16]([Cl:18])=[CH:15][N:14]=1)[CH3:43])[CH3:38], predict the reactants needed to synthesize it.